This data is from Reaction yield outcomes from USPTO patents with 853,638 reactions. The task is: Predict the reaction yield, written as a fraction of the theoretical maximum amount of product (1.0 means a 100% yield; for example, 0.34 means a 34% yield). (1) The reactants are [Br:1][C:2]1[CH:7]=[CH:6][C:5]([F:8])=[CH:4][C:3]=1[N:9]1[CH:13]=[C:12]([Si](C)(C)C)[N:11]=[N:10]1.[F-].C([N+](CCCC)(CCCC)CCCC)CCC. The catalyst is C1COCC1. The product is [Br:1][C:2]1[CH:7]=[CH:6][C:5]([F:8])=[CH:4][C:3]=1[N:9]1[CH:13]=[CH:12][N:11]=[N:10]1. The yield is 0.580. (2) The reactants are [F:1][C:2]([F:18])([F:17])[C:3]1[CH:8]=[CH:7][C:6]([C:9]2[CH:14]=[CH:13][C:12]([CH2:15][NH2:16])=[CH:11][CH:10]=2)=[CH:5][CH:4]=1.[CH2:19]([N:21]([CH2:32][C:33](O)=[O:34])[S:22]([C:25]1[CH:30]=[CH:29][C:28]([F:31])=[CH:27][CH:26]=1)(=[O:24])=[O:23])[CH3:20].CN(C(ON1N=NC2C=CC=NC1=2)=[N+](C)C)C.F[P-](F)(F)(F)(F)F.C(N(CC)C(C)C)(C)C.OS([O-])(=O)=O.[K+]. The catalyst is C(Cl)Cl. The product is [CH2:19]([N:21]([S:22]([C:25]1[CH:26]=[CH:27][C:28]([F:31])=[CH:29][CH:30]=1)(=[O:24])=[O:23])[CH2:32][C:33]([NH:16][CH2:15][C:12]1[CH:13]=[CH:14][C:9]([C:6]2[CH:5]=[CH:4][C:3]([C:2]([F:17])([F:18])[F:1])=[CH:8][CH:7]=2)=[CH:10][CH:11]=1)=[O:34])[CH3:20]. The yield is 0.840. (3) The reactants are [F:1][C:2]1[CH:3]=[C:4]([CH2:8][C:9]([C:11]2[CH:16]=[CH:15][CH:14]=[CH:13][CH:12]=2)=O)[CH:5]=[CH:6][CH:7]=1.[CH2:17]([O:19][C:20]1[CH:21]=[C:22]([CH:25]=[C:26]([N+:29]([O-:31])=[O:30])[C:27]=1[OH:28])[CH:23]=O)[CH3:18].[NH2:32][C:33]([NH2:35])=[O:34].Cl. The catalyst is C(O)C. The product is [CH2:17]([O:19][C:20]1[CH:21]=[C:22]([CH:23]2[C:8]([C:4]3[CH:5]=[CH:6][CH:7]=[C:2]([F:1])[CH:3]=3)=[C:9]([C:11]3[CH:16]=[CH:15][CH:14]=[CH:13][CH:12]=3)[NH:35][C:33](=[O:34])[NH:32]2)[CH:25]=[C:26]([N+:29]([O-:31])=[O:30])[C:27]=1[OH:28])[CH3:18]. The yield is 0.200.